From a dataset of Full USPTO retrosynthesis dataset with 1.9M reactions from patents (1976-2016). Predict the reactants needed to synthesize the given product. (1) The reactants are: [CH3:1][N:2]([CH3:29])[CH2:3][CH2:4][N:5]1[C:9]2[C:10]([CH:14]([CH2:17][CH3:18])[CH2:15][CH3:16])=[CH:11][CH:12]=[CH:13][C:8]=2[N:7](CC2C=CC(OC)=CC=2)[C:6]1=[O:28].FC(F)(F)C(O)=O. Given the product [CH3:29][N:2]([CH3:1])[CH2:3][CH2:4][N:5]1[C:9]2[C:10]([CH:14]([CH2:15][CH3:16])[CH2:17][CH3:18])=[CH:11][CH:12]=[CH:13][C:8]=2[NH:7][C:6]1=[O:28], predict the reactants needed to synthesize it. (2) Given the product [CH3:7][O:8][C:9]1[CH:10]=[C:11]([CH2:12][OH:13])[CH:16]=[C:17]([N+:19]([O-:21])=[O:20])[CH:18]=1, predict the reactants needed to synthesize it. The reactants are: [H-].[Al+3].[Li+].[H-].[H-].[H-].[CH3:7][O:8][C:9]1[CH:10]=[C:11]([CH:16]=[C:17]([N+:19]([O-:21])=[O:20])[CH:18]=1)[C:12](OC)=[O:13]. (3) Given the product [Cl:28][C:6]1[CH:5]=[N:4][CH:3]=[C:2]([Cl:1])[C:7]=1[NH+:8]([O-:37])[C:9]([C:11]1[C:19]2[C:18]3[CH:20]=[CH:21][CH:22]=[CH:23][C:17]=3[O:16][C:15]=2[C:14]([O:24][CH:25]([CH3:26])[CH3:27])=[CH:13][CH:12]=1)=[O:10], predict the reactants needed to synthesize it. The reactants are: [Cl:1][C:2]1[CH:3]=[N:4][CH:5]=[C:6]([Cl:28])[C:7]=1[NH:8][C:9]([C:11]1[C:19]2[C:18]3[CH:20]=[CH:21][CH:22]=[CH:23][C:17]=3[O:16][C:15]=2[C:14]([O:24][CH:25]([CH3:27])[CH3:26])=[CH:13][CH:12]=1)=[O:10].ClC1C=CC=C(C(OO)=[O:37])C=1. (4) Given the product [CH3:9][N:8]([CH3:10])[C:5]1[N:6]=[CH:7][C:2]([B:16]([OH:21])[OH:17])=[CH:3][CH:4]=1, predict the reactants needed to synthesize it. The reactants are: Br[C:2]1[CH:3]=[CH:4][C:5]([N:8]([CH3:10])[CH3:9])=[N:6][CH:7]=1.[Li]CCCC.[B:16](OC(C)C)([O:21]C(C)C)[O:17]C(C)C.CO.